From a dataset of Full USPTO retrosynthesis dataset with 1.9M reactions from patents (1976-2016). Predict the reactants needed to synthesize the given product. (1) Given the product [CH3:22][O:23][C:4]1[CH:3]=[C:11]([C:12]2[CH:16]=[N:15][NH:14][CH:13]=2)[CH:10]=[CH:9][C:5]=1[C:6]([OH:8])=[O:7], predict the reactants needed to synthesize it. The reactants are: CO[C:3]1[CH:4]=[C:5]([CH:9]=[CH:10][C:11]=1[C:12]1[CH:13]=[N:14][NH:15][CH:16]=1)[C:6]([OH:8])=[O:7].BrC1C=CC([C:22](OC)=[O:23])=C(OC)C=1.COC1C=C(C=CC=1C1C=NNC=1)C(OC)=O. (2) Given the product [F:22][C:23]([F:36])([F:35])[S:24]([O:21][C:11]1[NH:12][C:13]([CH:14]=[C:15]2[CH:19]=[CH:18][C:17]([CH3:20])=[N:16]2)=[C:9]([O:8][CH2:1][C:2]2[CH:7]=[CH:6][CH:5]=[CH:4][CH:3]=2)[CH:10]=1)(=[O:26])=[O:25], predict the reactants needed to synthesize it. The reactants are: [CH2:1]([O:8][C:9]1[C:13](=[CH:14][C:15]2[NH:16][C:17]([CH3:20])=[CH:18][CH:19]=2)[NH:12][C:11](=[O:21])[CH:10]=1)[C:2]1[CH:7]=[CH:6][CH:5]=[CH:4][CH:3]=1.[F:22][C:23]([F:36])([F:35])[S:24](O[S:24]([C:23]([F:36])([F:35])[F:22])(=[O:26])=[O:25])(=[O:26])=[O:25].C([O-])(O)=O.[Na+]. (3) Given the product [Cl:2][CH2:3][CH2:4][CH2:5][NH:6][C:12](=[O:13])[C:11]([F:22])([F:21])[F:10], predict the reactants needed to synthesize it. The reactants are: Cl.[Cl:2][CH2:3][CH2:4][CH2:5][NH2:6].ClCCl.[F:10][C:11]([F:22])([F:21])[C:12](O[C:12](=[O:13])[C:11]([F:22])([F:21])[F:10])=[O:13].